This data is from Full USPTO retrosynthesis dataset with 1.9M reactions from patents (1976-2016). The task is: Predict the reactants needed to synthesize the given product. (1) Given the product [CH3:26][C:27]1[N:4]2[C:5]3[CH:11]=[C:10]([C:12]4[CH:13]=[N:14][N:15]([CH3:17])[CH:16]=4)[N:9]([CH2:18][O:19][CH2:20][CH2:21][Si:22]([CH3:25])([CH3:24])[CH3:23])[C:6]=3[N:7]=[CH:8][C:3]2=[N:1][N:2]=1, predict the reactants needed to synthesize it. The reactants are: [NH:1]([C:3]1[CH:8]=[N:7][C:6]2[N:9]([CH2:18][O:19][CH2:20][CH2:21][Si:22]([CH3:25])([CH3:24])[CH3:23])[C:10]([C:12]3[CH:13]=[N:14][N:15]([CH3:17])[CH:16]=3)=[CH:11][C:5]=2[N:4]=1)[NH2:2].[CH:26](=O)[CH3:27]. (2) The reactants are: [CH3:1][NH:2][CH3:3].C1COCC1.[Cl:9][CH2:10][C:11]([NH:13][CH2:14][C:15]1[CH:23]=[CH:22][CH:21]=[C:20]2[C:16]=1[CH2:17][N:18]([CH:25]1[CH2:30][CH2:29][C:28](=[O:31])[NH:27][C:26]1=[O:32])[C:19]2=[O:24])=[O:12]. Given the product [ClH:9].[CH3:1][N:2]([CH3:3])[CH2:10][C:11]([NH:13][CH2:14][C:15]1[CH:23]=[CH:22][CH:21]=[C:20]2[C:16]=1[CH2:17][N:18]([CH:25]1[CH2:30][CH2:29][C:28](=[O:31])[NH:27][C:26]1=[O:32])[C:19]2=[O:24])=[O:12], predict the reactants needed to synthesize it. (3) Given the product [ClH:1].[ClH:1].[NH2:29][C@H:28]([CH2:36][OH:37])[C:13]([O:15][CH2:16][C:17]1[CH:22]=[C:21]([F:23])[C:20]([F:24])=[CH:19][C:18]=1[C:25]1[CH:26]=[C:27]2[C:32](=[CH:33][CH:34]=1)[N:31]=[C:30]([NH2:35])[N:29]=[C:28]2[C:36]([N:38]1[CH2:46][C:45]2[C:40](=[CH:41][CH:42]=[CH:43][CH:44]=2)[CH2:39]1)=[O:37])=[O:14], predict the reactants needed to synthesize it. The reactants are: [ClH:1].C(OC(CNCC[C:13]([O:15][CH2:16][C:17]1[CH:22]=[C:21]([F:23])[C:20]([F:24])=[CH:19][C:18]=1[C:25]1[CH:26]=[C:27]2[C:32](=[CH:33][CH:34]=1)[N:31]=[C:30]([NH2:35])[N:29]=[C:28]2[C:36]([N:38]1[CH2:46][C:45]2[C:40](=[CH:41][CH:42]=[CH:43][CH:44]=2)[CH2:39]1)=[O:37])=[O:14])=O)(C)(C)C.